From a dataset of Full USPTO retrosynthesis dataset with 1.9M reactions from patents (1976-2016). Predict the reactants needed to synthesize the given product. (1) Given the product [CH2:1]([O:3][C:4]([C:5]1[CH:6]=[C:7]([CH:8]2[CH2:13][CH2:12][CH2:11][CH2:10][CH2:9]2)[O:16][C:14]=1[CH3:15])=[O:17])[CH3:2], predict the reactants needed to synthesize it. The reactants are: [CH2:1]([O:3][C:4](=[O:17])[C:5]([C:14](=[O:16])[CH3:15])=[CH:6][CH2:7][CH:8]1[CH2:13][CH2:12][CH2:11][CH2:10][CH2:9]1)[CH3:2].C1C(=O)N(Br)C(=O)C1. (2) The reactants are: [Br:1][C:2]1[CH:11]=[CH:10][CH:9]=[C:8]2[C:3]=1[N:4]=[C:5](Cl)[C:6]([C:12]([F:15])([F:14])[F:13])=[N:7]2.[CH3:17][C:18]([NH2:21])([CH3:20])[CH3:19]. Given the product [Br:1][C:2]1[CH:11]=[CH:10][CH:9]=[C:8]2[C:3]=1[N:4]=[C:5]([NH:21][C:18]([CH3:20])([CH3:19])[CH3:17])[C:6]([C:12]([F:15])([F:14])[F:13])=[N:7]2, predict the reactants needed to synthesize it. (3) Given the product [CH:43]([O:42][C:38]([O:39][CH2:40][O:34][C:33](=[O:35])[C@H:32]([OH:36])[CH2:31][N:15]([CH2:14][C:11]1[CH:10]=[CH:9][C:8]([C:6]2[CH:7]=[C:2]([Cl:1])[CH:3]=[CH:4][C:5]=2[F:37])=[CH:13][CH:12]=1)[NH:16][C:17]([C:19]1[NH:23][C:22](=[O:24])[N:21]([C:25]2[CH:30]=[CH:29][CH:28]=[CH:27][CH:26]=2)[N:20]=1)=[O:18])=[O:46])([CH3:45])[CH3:44], predict the reactants needed to synthesize it. The reactants are: [Cl:1][C:2]1[CH:3]=[CH:4][C:5]([F:37])=[C:6]([C:8]2[CH:13]=[CH:12][C:11]([CH2:14][N:15]([CH2:31][C@@H:32]([OH:36])[C:33]([OH:35])=[O:34])[NH:16][C:17]([C:19]3[NH:23][C:22](=[O:24])[N:21]([C:25]4[CH:30]=[CH:29][CH:28]=[CH:27][CH:26]=4)[N:20]=3)=[O:18])=[CH:10][CH:9]=2)[CH:7]=1.[C:38](=[O:46])([O:42][CH:43]([CH3:45])[CH3:44])[O:39][CH2:40]Cl.[Na+].[I-].CC1C=CC=C(C)N=1. (4) Given the product [CH2:3]([O:10][C:16]1[CH:17]=[C:12]([Br:11])[CH:13]=[C:14]([F:25])[C:15]=1[C:19]1[S:23][C:22]([NH2:24])=[N:21][N:20]=1)[C:4]1[CH:9]=[CH:8][CH:7]=[CH:6][CH:5]=1, predict the reactants needed to synthesize it. The reactants are: [H-].[Na+].[CH2:3]([OH:10])[C:4]1[CH:9]=[CH:8][CH:7]=[CH:6][CH:5]=1.[Br:11][C:12]1[CH:17]=[C:16](F)[C:15]([C:19]2[S:23][C:22]([NH2:24])=[N:21][N:20]=2)=[C:14]([F:25])[CH:13]=1.